From a dataset of Reaction yield outcomes from USPTO patents with 853,638 reactions. Predict the reaction yield, written as a fraction of the theoretical maximum amount of product (1.0 means a 100% yield; for example, 0.34 means a 34% yield). (1) The reactants are C(=O)([O-])[O-].[K+].[K+].[Br:7][C:8]1[CH:13]=[CH:12][CH:11]=[CH:10][C:9]=1B(O)O.Br[C:18]1[CH:27]=[CH:26][C:25]2[C:20](=[CH:21][CH:22]=[CH:23][CH:24]=2)[CH:19]=1.N#N.C1(P(C2C=CC=CC=2)C2C=CC=CC=2)C=CC=CC=1. The catalyst is C([O-])(=O)C.[Pd+2].C([O-])(=O)C.COCCOC.O. The product is [Br:7][C:8]1[CH:13]=[CH:12][CH:11]=[CH:10][C:9]=1[C:18]1[CH:27]=[CH:26][C:25]2[C:20](=[CH:21][CH:22]=[CH:23][CH:24]=2)[CH:19]=1. The yield is 0.780. (2) The reactants are [NH2:1][C:2]1[CH:7]=[CH:6][C:5]([C:8]2[N:13]=[C:12]([N:14]3[CH:19]([CH3:20])[CH2:18][O:17][CH2:16][CH:15]3[CH3:21])[N:11]=[C:10]([C:22]3[CH:27]=[CH:26][C:25]([NH:28][C:29]([NH:31][CH3:32])=[O:30])=[CH:24][CH:23]=3)[N:9]=2)=[CH:4][CH:3]=1.[C:33]([C:36]1[CH:41]=[CH:40][C:39]([NH:42][C:43](=O)[O:44]C2C=CC=CC=2)=[CH:38][CH:37]=1)(=[O:35])[NH2:34]. No catalyst specified. The product is [CH3:21][CH:15]1[CH2:16][O:17][CH2:18][CH:19]([CH3:20])[N:14]1[C:12]1[N:11]=[C:10]([C:22]2[CH:27]=[CH:26][C:25]([NH:28][C:29](=[O:30])[NH:31][CH3:32])=[CH:24][CH:23]=2)[N:9]=[C:8]([C:5]2[CH:4]=[CH:3][C:2]([NH:1][C:43]([NH:42][C:39]3[CH:40]=[CH:41][C:36]([C:33]([NH2:34])=[O:35])=[CH:37][CH:38]=3)=[O:44])=[CH:7][CH:6]=2)[N:13]=1. The yield is 0.128. (3) The reactants are [CH3:1][O:2][C:3]1[CH:8]=[CH:7][N:6]=[C:5]([NH2:9])[N:4]=1.[Br:10]N1C(=O)CCC1=O.C(Cl)Cl.[OH-].[Na+]. The catalyst is C(Cl)(Cl)Cl. The product is [Br:10][C:8]1[C:3]([O:2][CH3:1])=[N:4][C:5]([NH2:9])=[N:6][CH:7]=1. The yield is 0.960. (4) The reactants are [C:1]1([OH:7])[CH:6]=[CH:5][CH:4]=[CH:3][CH:2]=1.[CH2:8]([S:10]([C:13]1[CH:14]=[C:15]([C:19]2[C:24]3[C:25]4[CH:31]=[C:30]([CH3:32])[CH:29]=[N:28][C:26]=4[NH:27][C:23]=3[C:22](OCCCN(C)C)=[N:21][CH:20]=2)[CH:16]=[CH:17][CH:18]=1)(=[O:12])=[O:11])[CH3:9]. No catalyst specified. The product is [CH2:8]([S:10]([C:13]1[CH:14]=[C:15]([C:19]2[C:24]3[C:25]4[CH:31]=[C:30]([CH3:32])[CH:29]=[N:28][C:26]=4[NH:27][C:23]=3[C:22]([O:7][C:1]3[CH:6]=[CH:5][CH:4]=[CH:3][CH:2]=3)=[N:21][CH:20]=2)[CH:16]=[CH:17][CH:18]=1)(=[O:11])=[O:12])[CH3:9]. The yield is 0.300. (5) The reactants are [C:1]1([C:7]2[C:8]([C:20]3[CH:25]=[CH:24][C:23]([C:26]4([NH:30]C(=O)OC(C)(C)C)[CH2:29][CH2:28][CH2:27]4)=[CH:22][CH:21]=3)=[N:9][C:10]3[CH2:11][CH2:12][C:13]4[C:14](=[N:17][NH:18][CH:19]=4)[C:15]=3[CH:16]=2)[CH:6]=[CH:5][CH:4]=[CH:3][CH:2]=1. The catalyst is C(O)(C(F)(F)F)=O. The product is [C:1]1([C:7]2[C:8]([C:20]3[CH:21]=[CH:22][C:23]([C:26]4([NH2:30])[CH2:29][CH2:28][CH2:27]4)=[CH:24][CH:25]=3)=[N:9][C:10]3[CH2:11][CH2:12][C:13]4[C:14](=[N:17][NH:18][CH:19]=4)[C:15]=3[CH:16]=2)[CH:6]=[CH:5][CH:4]=[CH:3][CH:2]=1. The yield is 0.500.